This data is from Catalyst prediction with 721,799 reactions and 888 catalyst types from USPTO. The task is: Predict which catalyst facilitates the given reaction. The catalyst class is: 72. Reactant: [O:1]=[C:2]1[N:8]([CH2:9][CH2:10][CH2:11][C:12]([O:14]C)=[O:13])[C:7]2[CH:16]=[CH:17][CH:18]=[CH:19][C:6]=2[C:5](=[O:20])[CH2:4][CH2:3]1.[OH-].[Na+]. Product: [O:1]=[C:2]1[N:8]([CH2:9][CH2:10][CH2:11][C:12]([OH:14])=[O:13])[C:7]2[CH:16]=[CH:17][CH:18]=[CH:19][C:6]=2[C:5](=[O:20])[CH2:4][CH2:3]1.